Dataset: Peptide-MHC class II binding affinity with 134,281 pairs from IEDB. Task: Regression. Given a peptide amino acid sequence and an MHC pseudo amino acid sequence, predict their binding affinity value. This is MHC class II binding data. (1) The peptide sequence is HPDYAILAARIAVSN. The MHC is DRB1_0101 with pseudo-sequence DRB1_0101. The binding affinity (normalized) is 0.982. (2) The peptide sequence is AFAVDPAKAYKDYLA. The MHC is DRB1_0101 with pseudo-sequence DRB1_0101. The binding affinity (normalized) is 0.638. (3) The peptide sequence is VHVSFVMAYPEMLAA. The MHC is DRB4_0101 with pseudo-sequence DRB4_0103. The binding affinity (normalized) is 0.401. (4) The peptide sequence is AASTAGTTVYGAFAA. The MHC is HLA-DQA10102-DQB10602 with pseudo-sequence HLA-DQA10102-DQB10602. The binding affinity (normalized) is 0.898. (5) The peptide sequence is AQNGVQAMSSLGSSL. The MHC is DRB1_0405 with pseudo-sequence DRB1_0405. The binding affinity (normalized) is 0.601. (6) The peptide sequence is EMGANLCVERVLDCR. The MHC is DRB3_0101 with pseudo-sequence DRB3_0101. The binding affinity (normalized) is 0.451.